Regression. Given a peptide amino acid sequence and an MHC pseudo amino acid sequence, predict their binding affinity value. This is MHC class I binding data. From a dataset of Peptide-MHC class I binding affinity with 185,985 pairs from IEDB/IMGT. (1) The peptide sequence is FYPINDDFY. The MHC is HLA-A26:01 with pseudo-sequence HLA-A26:01. The binding affinity (normalized) is 0.0847. (2) The peptide sequence is VEIKTGFKL. The MHC is HLA-B15:01 with pseudo-sequence HLA-B15:01. The binding affinity (normalized) is 0.0847. (3) The peptide sequence is GQFLSFASL. The MHC is HLA-B58:01 with pseudo-sequence HLA-B58:01. The binding affinity (normalized) is 0.0847. (4) The peptide sequence is MSRKFMQVY. The MHC is Mamu-B01 with pseudo-sequence Mamu-B01. The binding affinity (normalized) is 0. (5) The peptide sequence is NLLEQLIENI. The MHC is HLA-A02:02 with pseudo-sequence HLA-A02:02. The binding affinity (normalized) is 0.378.